From a dataset of Catalyst prediction with 721,799 reactions and 888 catalyst types from USPTO. Predict which catalyst facilitates the given reaction. The catalyst class is: 5. Reactant: C([O:5][C:6](=[O:37])[C:7]([CH3:36])([O:9][C:10]1[CH:35]=[CH:34][C:13]([C:14]([O:16][CH2:17][C:18]2[N:22]([CH2:23][CH2:24][CH3:25])[N:21]=[C:20]([CH2:26][C:27]3[CH:32]=[CH:31][C:30]([CH3:33])=[CH:29][CH:28]=3)[CH:19]=2)=[O:15])=[CH:12][CH:11]=1)[CH3:8])(C)(C)C.Cl.O1CCOCC1. Product: [CH3:8][C:7]([O:9][C:10]1[CH:11]=[CH:12][C:13]([C:14]([O:16][CH2:17][C:18]2[N:22]([CH2:23][CH2:24][CH3:25])[N:21]=[C:20]([CH2:26][C:27]3[CH:32]=[CH:31][C:30]([CH3:33])=[CH:29][CH:28]=3)[CH:19]=2)=[O:15])=[CH:34][CH:35]=1)([CH3:36])[C:6]([OH:37])=[O:5].